From a dataset of Forward reaction prediction with 1.9M reactions from USPTO patents (1976-2016). Predict the product of the given reaction. Given the reactants [F:1][C:2]([F:6])([F:5])[CH2:3][OH:4].[H-].[Na+].[Cl:9][C:10]1[CH:11]=[C:12]([CH:17]=[CH:18][C:19]=1[CH:20](Br)Br)[C:13]([O:15]C)=[O:14].[OH-:23].[Na+], predict the reaction product. The product is: [F:1][C:2]([F:6])([F:5])[CH2:3][O:4][CH:20]([O:23][CH2:3][C:2]([F:6])([F:5])[F:1])[C:19]1[CH:18]=[CH:17][C:12]([C:13]([OH:15])=[O:14])=[CH:11][C:10]=1[Cl:9].